Dataset: Catalyst prediction with 721,799 reactions and 888 catalyst types from USPTO. Task: Predict which catalyst facilitates the given reaction. (1) Reactant: ClCCl.[NH2:4][C:5]1[CH:10]=[CH:9][C:8]([OH:11])=[CH:7][C:6]=1[N+:12]([O-:14])=[O:13].N1C=CN=C1.[Si:20](Cl)([C:23]([CH3:26])([CH3:25])[CH3:24])([CH3:22])[CH3:21]. Product: [Si:20]([O:11][C:8]1[CH:9]=[CH:10][C:5]([NH2:4])=[C:6]([N+:12]([O-:14])=[O:13])[CH:7]=1)([C:23]([CH3:26])([CH3:25])[CH3:24])([CH3:22])[CH3:21]. The catalyst class is: 22. (2) Reactant: Cl[C:2]1[N:11]=[C:10]([NH:12][CH2:13][CH:14]([C:21]2[CH:26]=[CH:25][N:24]=[CH:23][CH:22]=2)[C:15]2[CH:20]=[CH:19][N:18]=[CH:17][CH:16]=2)[C:9]2[C:4](=[CH:5][CH:6]=[CH:7][CH:8]=2)[N:3]=1.[NH:27]1[C:35]2[CH2:34][CH2:33][NH:32][CH2:31][C:30]=2[CH:29]=[CH:28]1.C(Cl)(Cl)Cl.CO. Product: [N:18]1[CH:19]=[CH:20][C:15]([CH:14]([C:21]2[CH:26]=[CH:25][N:24]=[CH:23][CH:22]=2)[CH2:13][NH:12][C:10]2[C:9]3[C:4](=[CH:5][CH:6]=[CH:7][CH:8]=3)[N:3]=[C:2]([N:32]3[CH2:33][CH2:34][C:35]4[NH:27][CH:28]=[CH:29][C:30]=4[CH2:31]3)[N:11]=2)=[CH:16][CH:17]=1. The catalyst class is: 8. (3) Reactant: [CH2:1]([N:8]1[CH2:17][CH2:16][C:15]2[N:14]=[C:13](Cl)[CH:12]=[CH:11][C:10]=2[CH2:9]1)[C:2]1[CH:7]=[CH:6][CH:5]=[CH:4][CH:3]=1.[NH:19]1[CH2:24][CH2:23][O:22][CH2:21][CH2:20]1.CC(C1C=C(C(C)C)C(C2C=CC=CC=2P(C2CCCCC2)C2CCCCC2)=C(C(C)C)C=1)C.CC(C)([O-])C.[Na+]. Product: [CH2:1]([N:8]1[CH2:17][CH2:16][C:15]2[N:14]=[C:13]([N:19]3[CH2:24][CH2:23][O:22][CH2:21][CH2:20]3)[CH:12]=[CH:11][C:10]=2[CH2:9]1)[C:2]1[CH:7]=[CH:6][CH:5]=[CH:4][CH:3]=1. The catalyst class is: 720. (4) Reactant: [Cl:1][C:2]1[CH:7]=[CH:6][C:5]([CH2:8][C:9]([N:11]2[C@H:15]([CH:16]([CH3:18])[CH3:17])[CH2:14][O:13][C:12]2=[O:19])=[O:10])=[CH:4][CH:3]=1.[CH3:20][Si]([N-][Si](C)(C)C)(C)C.[Na+].CI.CC(O)=O. Product: [Cl:1][C:2]1[CH:7]=[CH:6][C:5]([C@@H:8]([CH3:20])[C:9]([N:11]2[C@H:15]([CH:16]([CH3:17])[CH3:18])[CH2:14][O:13][C:12]2=[O:19])=[O:10])=[CH:4][CH:3]=1. The catalyst class is: 116. (5) Reactant: [CH:1]1([C:7](Cl)=[O:8])[CH2:6][CH2:5][CH2:4][CH2:3][CH2:2]1.Cl.[CH3:11][NH:12][O:13][CH3:14].C(N(CC)CC)C.O. Product: [CH3:14][O:13][N:12]([CH3:11])[C:7]([CH:1]1[CH2:6][CH2:5][CH2:4][CH2:3][CH2:2]1)=[O:8]. The catalyst class is: 2. (6) Reactant: [CH2:1]([O:3][C:4](=[O:27])[C:5](=O)[CH:6]([C:19]1[CH:24]=[CH:23][C:22]([F:25])=[CH:21][CH:20]=1)[C:7]([C:9]1[CH:14]=[C:13]([CH2:15][CH3:16])[C:12]([OH:17])=[CH:11][C:10]=1[OH:18])=[O:8])[CH3:2].CCOC(C)=O.CCCCCC. Product: [CH2:1]([O:3][C:4]([C:5]1[O:18][C:10]2[C:9]([C:7](=[O:8])[C:6]=1[C:19]1[CH:24]=[CH:23][C:22]([F:25])=[CH:21][CH:20]=1)=[CH:14][C:13]([CH2:15][CH3:16])=[C:12]([OH:17])[CH:11]=2)=[O:27])[CH3:2]. The catalyst class is: 209.